Predict the product of the given reaction. From a dataset of Forward reaction prediction with 1.9M reactions from USPTO patents (1976-2016). (1) Given the reactants [CH3:1][N:2]1[CH2:7][CH2:6][P:5]([C:9]2[CH:14]=[CH:13][C:12]([OH:15])=[CH:11][CH:10]=2)(=[O:8])[CH2:4][CH2:3]1.[F:16][C:17]([F:23])([F:22])[S:18](N)(=[O:20])=[O:19], predict the reaction product. The product is: [F:16][C:17]([F:23])([F:22])[S:18]([O:15][C:12]1[CH:13]=[CH:14][C:9]([P:5]2(=[O:8])[CH2:6][CH2:7][N:2]([CH3:1])[CH2:3][CH2:4]2)=[CH:10][CH:11]=1)(=[O:20])=[O:19]. (2) The product is: [ClH:20].[CH3:1][O:2][C:3]1[C:7]([CH2:8][NH2:9])=[CH:6][N:5]([C:10]2[CH:15]=[N:14][C:13]([C:16]([F:19])([F:17])[F:18])=[N:12][CH:11]=2)[N:4]=1. Given the reactants [CH3:1][O:2][C:3]1[C:7]([C:8]#[N:9])=[CH:6][N:5]([C:10]2[CH:11]=[N:12][C:13]([C:16]([F:19])([F:18])[F:17])=[N:14][CH:15]=2)[N:4]=1.[ClH:20], predict the reaction product. (3) Given the reactants C(OC([N:8]1[CH2:12][CH2:11][N:10]([CH2:13][C:14]2[CH:19]=[CH:18][C:17]([C:20]([N:22]3[CH2:28][C:27]4([CH3:30])[CH2:29][CH:23]3[CH2:24][C:25]([CH3:32])([CH3:31])[CH2:26]4)=[O:21])=[CH:16][CH:15]=2)[S:9]1(=[O:34])=[O:33])=O)(C)(C)C.C(O)(C(F)(F)F)=O, predict the reaction product. The product is: [O:34]=[S:9]1(=[O:33])[NH:8][CH2:12][CH2:11][N:10]1[CH2:13][C:14]1[CH:19]=[CH:18][C:17]([C:20]([N:22]2[CH2:28][C:27]3([CH3:30])[CH2:29][CH:23]2[CH2:24][C:25]([CH3:32])([CH3:31])[CH2:26]3)=[O:21])=[CH:16][CH:15]=1.